Dataset: NCI-60 drug combinations with 297,098 pairs across 59 cell lines. Task: Regression. Given two drug SMILES strings and cell line genomic features, predict the synergy score measuring deviation from expected non-interaction effect. (1) Drug 1: C1CC(=O)NC(=O)C1N2CC3=C(C2=O)C=CC=C3N. Drug 2: CC(CN1CC(=O)NC(=O)C1)N2CC(=O)NC(=O)C2. Cell line: PC-3. Synergy scores: CSS=25.6, Synergy_ZIP=-5.63, Synergy_Bliss=3.19, Synergy_Loewe=5.35, Synergy_HSA=6.76. (2) Drug 1: CC1=CC2C(CCC3(C2CCC3(C(=O)C)OC(=O)C)C)C4(C1=CC(=O)CC4)C. Drug 2: B(C(CC(C)C)NC(=O)C(CC1=CC=CC=C1)NC(=O)C2=NC=CN=C2)(O)O. Cell line: M14. Synergy scores: CSS=-4.02, Synergy_ZIP=0.982, Synergy_Bliss=-2.81, Synergy_Loewe=-4.87, Synergy_HSA=-5.64.